From a dataset of Full USPTO retrosynthesis dataset with 1.9M reactions from patents (1976-2016). Predict the reactants needed to synthesize the given product. (1) The reactants are: [CH3:1][S:2][C:3]1[CH:8]=[CH:7][C:6]([NH:9][C:10]2[CH:11]=[C:12]([CH:17]=[CH:18][N:19]=2)[C:13]([NH:15][NH2:16])=[O:14])=[CH:5][CH:4]=1.[C:20](OCC)(OCC)(OCC)[CH3:21]. Given the product [CH3:20][C:21]1[O:14][C:13]([C:12]2[CH:17]=[CH:18][N:19]=[C:10]([NH:9][C:6]3[CH:7]=[CH:8][C:3]([S:2][CH3:1])=[CH:4][CH:5]=3)[CH:11]=2)=[N:15][N:16]=1, predict the reactants needed to synthesize it. (2) Given the product [Cl:29][CH2:30][C:31]([NH:33][C:34]([N:20]([C:18](=[O:19])[C:17]1[CH:22]=[CH:23][C:14]([C:11]2[CH2:10][C:9]([C:4]3[CH:3]=[C:2]([Cl:1])[CH:7]=[C:6]([Cl:8])[CH:5]=3)([C:25]([F:28])([F:27])[F:26])[O:13][N:12]=2)=[CH:15][C:16]=1[CH3:24])[CH3:21])=[O:35])=[O:32], predict the reactants needed to synthesize it. The reactants are: [Cl:1][C:2]1[CH:3]=[C:4]([C:9]2([C:25]([F:28])([F:27])[F:26])[O:13][N:12]=[C:11]([C:14]3[CH:23]=[CH:22][C:17]([C:18]([NH:20][CH3:21])=[O:19])=[C:16]([CH3:24])[CH:15]=3)[CH2:10]2)[CH:5]=[C:6]([Cl:8])[CH:7]=1.[Cl:29][CH2:30][C:31]([N:33]=[C:34]=[O:35])=[O:32]. (3) Given the product [C:45]([N:27]1[CH2:26][C:25]2([CH2:31][CH2:32]2)[C:24]2[C:29](=[CH:30][C:21]([NH:20][C:18]3[N:17]=[CH:16][C:13]4[C:14](=[O:15])[N:9]([C:3]5[C:2]([Cl:1])=[CH:7][CH:6]=[CH:5][C:4]=5[Cl:8])[C:10]5[N:11]([CH:33]=[CH:34][N:35]=5)[C:12]=4[N:19]=3)=[CH:22][CH:23]=2)[CH2:28]1)(=[O:47])[CH3:46], predict the reactants needed to synthesize it. The reactants are: [Cl:1][C:2]1[CH:7]=[CH:6][CH:5]=[C:4]([Cl:8])[C:3]=1[N:9]1[C:14](=[O:15])[C:13]2[CH:16]=[N:17][C:18]([NH:20][C:21]3[CH:30]=[C:29]4[C:24]([C:25]5([CH2:32][CH2:31]5)[CH2:26][NH:27][CH2:28]4)=[CH:23][CH:22]=3)=[N:19][C:12]=2[N:11]2[CH:33]=[CH:34][N:35]=[C:10]12.C(N(C(C)C)CC)(C)C.[C:45](OC(=O)C)(=[O:47])[CH3:46]. (4) Given the product [NH2:1][C:4]1[CH:9]=[C:8]([C:10]([F:12])([F:13])[F:11])[CH:7]=[CH:6][C:5]=1[NH:14][C:15]1[CH:24]=[CH:23][CH:22]=[CH:21][C:16]=1[C:17]([O:19][CH3:20])=[O:18], predict the reactants needed to synthesize it. The reactants are: [N+:1]([C:4]1[CH:9]=[C:8]([C:10]([F:13])([F:12])[F:11])[CH:7]=[CH:6][C:5]=1[NH:14][C:15]1[CH:24]=[CH:23][CH:22]=[CH:21][C:16]=1[C:17]([O:19][CH3:20])=[O:18])([O-])=O.CO.[BH4-].[Na+]. (5) Given the product [CH:28]1([NH:24][C:4](=[O:6])[C@H:3]([N:7]2[CH:16]=[CH:15][C:14]3[C:9](=[CH:10][CH:11]=[CH:12][C:13]=3[N+:17]([O-:19])=[O:18])[C:8]2=[O:20])[CH:2]([CH3:1])[CH3:21])[CH2:29][CH2:30]1, predict the reactants needed to synthesize it. The reactants are: [CH3:1][CH:2]([CH3:21])[C@@H:3]([N:7]1[CH:16]=[CH:15][C:14]2[C:9](=[CH:10][CH:11]=[CH:12][C:13]=2[N+:17]([O-:19])=[O:18])[C:8]1=[O:20])[C:4]([OH:6])=O.O.O[N:24]1[C:28]2[CH:29]=[CH:30][CH:30]=[CH:29][C:28]=2[N:24]=N1.Cl.CN(C)CCCN=C=NCC.C1(N)CC1. (6) Given the product [CH3:4][O:3][P:2]([CH2:1][C:18](=[O:17])[CH2:19][CH2:20][CH2:21][CH2:22][C:23]1[CH:28]=[CH:27][CH:26]=[C:25]([NH:29][CH2:30][C:31]2[CH:32]=[CH:33][C:34]([O:37][CH3:38])=[CH:35][CH:36]=2)[N:24]=1)(=[O:7])[O:5][CH3:6], predict the reactants needed to synthesize it. The reactants are: [CH3:1][P:2](=[O:7])([O:5][CH3:6])[O:3][CH3:4].[Li]CCCC.C([O:17][C:18](=O)[CH2:19][CH2:20][CH2:21][CH2:22][C:23]1[CH:28]=[CH:27][CH:26]=[C:25]([NH:29][CH2:30][C:31]2[CH:36]=[CH:35][C:34]([O:37][CH3:38])=[CH:33][CH:32]=2)[N:24]=1)CCC. (7) Given the product [O:1]1[C:5]2[CH:6]=[CH:7][CH:8]=[CH:9][C:4]=2[C:3]([CH2:10][CH2:11][CH2:12][N:13]([CH2:28][CH2:29][CH3:30])[CH:14]2[CH2:23][C:22]3[C:21]([C:24]([NH2:26])=[O:25])=[CH:20][CH:19]=[C:18]([F:27])[C:17]=3[O:16][CH2:15]2)=[CH:2]1, predict the reactants needed to synthesize it. The reactants are: [O:1]1[C:5]2[CH:6]=[CH:7][CH:8]=[CH:9][C:4]=2[C:3]([CH2:10][CH2:11][CH2:12][NH:13][CH:14]2[CH2:23][C:22]3[C:21]([C:24]([NH2:26])=[O:25])=[CH:20][CH:19]=[C:18]([F:27])[C:17]=3[O:16][CH2:15]2)=[CH:2]1.[CH:28](=O)[CH2:29][CH3:30].C(O)(=O)C.C([BH3-])#N.[Na+]. (8) Given the product [CH2:9]([N:16]1[CH2:21][CH2:20][C:19]([C:1]2[CH:6]=[CH:5][CH:4]=[CH:3][CH:2]=2)([OH:26])[CH2:18][CH2:17]1)[C:10]1[CH:15]=[CH:14][CH:13]=[CH:12][CH:11]=1, predict the reactants needed to synthesize it. The reactants are: [C:1]1([Mg]Cl)[CH:6]=[CH:5][CH:4]=[CH:3][CH:2]=1.[CH2:9]([N:16]1[CH2:21][CH2:20][CH2:19][CH2:18][C:17]1=O)[C:10]1[CH:15]=[CH:14][CH:13]=[CH:12][CH:11]=1.C1C[O:26]CC1. (9) Given the product [ClH:27].[NH:17]1[CH2:16][CH2:15][CH:14]([O:13][C:8]2[C:7]([N:4]3[CH2:3][CH2:2][O:1][CH2:6][CH2:5]3)=[CH:12][CH:11]=[CH:10][N:9]=2)[CH2:19][CH2:18]1, predict the reactants needed to synthesize it. The reactants are: [O:1]1[CH2:6][CH2:5][N:4]([C:7]2[C:8]([O:13][CH:14]3[CH2:19][CH2:18][N:17](C(OC(C)(C)C)=O)[CH2:16][CH2:15]3)=[N:9][CH:10]=[CH:11][CH:12]=2)[CH2:3][CH2:2]1.[ClH:27]. (10) Given the product [N:6]1[C:11]2[O:12][CH2:13][CH2:14][O:15][C:10]=2[CH:9]=[C:8]([CH2:16][N:17]([C:34]([O:36][C:37]([CH3:40])([CH3:39])[CH3:38])=[O:35])[CH:18]2[CH2:19][CH2:20][N:21]([C:24]([O:26][CH2:27][C:28]3[CH:33]=[CH:32][CH:31]=[CH:30][CH:29]=3)=[O:25])[CH2:22][CH2:23]2)[N:7]=1, predict the reactants needed to synthesize it. The reactants are: C(=O)(O)[O-].[Na+].[N:6]1[C:11]2[O:12][CH2:13][CH2:14][O:15][C:10]=2[CH:9]=[C:8]([CH2:16][NH:17][CH:18]2[CH2:23][CH2:22][N:21]([C:24]([O:26][CH2:27][C:28]3[CH:33]=[CH:32][CH:31]=[CH:30][CH:29]=3)=[O:25])[CH2:20][CH2:19]2)[N:7]=1.[C:34](O[C:34]([O:36][C:37]([CH3:40])([CH3:39])[CH3:38])=[O:35])([O:36][C:37]([CH3:40])([CH3:39])[CH3:38])=[O:35].